From a dataset of Full USPTO retrosynthesis dataset with 1.9M reactions from patents (1976-2016). Predict the reactants needed to synthesize the given product. (1) Given the product [OH:20][C@H:17]1[CH2:18][CH2:19][C@@:14]([C@H:13]2[CH2:12][CH2:11][C@@:10]3([CH3:30])[C@@H:6]([CH2:7][CH2:8][C:9]3=[CH2:31])[C@@H:5]2[OH:4])([CH3:29])[C@@H:15]([CH2:21][CH2:22][N:23]2[CH2:24][CH2:25][O:26][CH2:27][CH2:28]2)[CH2:16]1, predict the reactants needed to synthesize it. The reactants are: C([O:4][C@@H:5]1[C@@H:13]([C@@:14]2([CH3:29])[CH2:19][CH2:18][C@H:17]([OH:20])[CH2:16][C@@H:15]2[CH2:21][CH2:22][N:23]2[CH2:28][CH2:27][O:26][CH2:25][CH2:24]2)[CH2:12][CH2:11][C@@:10]2([CH3:30])[C@H:6]1[CH2:7][CH2:8][C:9]2=[CH2:31])(=O)C.[H-].[H-].[H-].[H-].[Li+].[Al+3]. (2) Given the product [OH:26][C@H:27]1[CH2:28][C:29](=[O:31])[O:30][O:74][C@H:49](/[CH:50]=[CH:51]/[CH2:52][CH2:53][S:54][C:55]([C:56]2[CH:61]=[CH:60][CH:59]=[CH:58][CH:57]=2)([C:68]2[CH:73]=[CH:72][CH:71]=[CH:70][CH:69]=2)[C:62]2[CH:67]=[CH:66][CH:65]=[CH:64][CH:63]=2)[CH2:48][C:47](=[O:75])[NH:46][C@H:42]([CH:43]([CH3:44])[CH3:45])[C:41](=[O:76])[NH:40][C@H:38]([CH3:39])[C:37](=[O:77])[NH:36][C@@H:32]1[CH:33]([CH3:35])[CH3:34], predict the reactants needed to synthesize it. The reactants are: CC1C=CC=C([N+]([O-])=O)C=1C(OC(C1C([N+]([O-])=O)=CC=CC=1C)=O)=O.[OH:26][C@H:27]([C@H:32]([NH:36][C:37](=[O:77])[C@H:38]([NH:40][C:41](=[O:76])[C@H:42]([NH:46][C:47](=[O:75])[CH2:48][C@H:49]([OH:74])/[CH:50]=[CH:51]/[CH2:52][CH2:53][S:54][C:55]([C:68]1[CH:73]=[CH:72][CH:71]=[CH:70][CH:69]=1)([C:62]1[CH:67]=[CH:66][CH:65]=[CH:64][CH:63]=1)[C:56]1[CH:61]=[CH:60][CH:59]=[CH:58][CH:57]=1)[CH:43]([CH3:45])[CH3:44])[CH3:39])[CH:33]([CH3:35])[CH3:34])[CH2:28][C:29]([OH:31])=[O:30].